From a dataset of Reaction yield outcomes from USPTO patents with 853,638 reactions. Predict the reaction yield, written as a fraction of the theoretical maximum amount of product (1.0 means a 100% yield; for example, 0.34 means a 34% yield). (1) The reactants are C(Cl)(=O)C(Cl)=O.CS(C)=O.[Br:11][C:12]1[CH:17]=[CH:16][CH:15]=[CH:14][C:13]=1[S:18]([C:21]1[CH:26]=[CH:25][C:24]([CH2:27][OH:28])=[CH:23][CH:22]=1)(=[O:20])=[O:19].C(N(CC)CC)C. The catalyst is ClCCl. The product is [Br:11][C:12]1[CH:17]=[CH:16][CH:15]=[CH:14][C:13]=1[S:18]([C:21]1[CH:22]=[CH:23][C:24]([CH:27]=[O:28])=[CH:25][CH:26]=1)(=[O:20])=[O:19]. The yield is 0.850. (2) No catalyst specified. The reactants are C[O:2][C:3](=[O:29])/[CH:4]=[CH:5]/[C:6]1[CH:7]=[CH:8][C:9]2[O:26][C:13]3([CH2:18][CH2:17][N:16]([C:19]([O:21][C:22]([CH3:25])([CH3:24])[CH3:23])=[O:20])[CH2:15][CH2:14]3)[NH:12][C:11](=[O:27])[C:10]=2[CH:28]=1.[OH-].[Na+].C(O)(=O)CC(CC(O)=O)(C(O)=O)O. The yield is 0.990. The product is [C:22]([O:21][C:19]([N:16]1[CH2:17][CH2:18][C:13]2([NH:12][C:11](=[O:27])[C:10]3[CH:28]=[C:6](/[CH:5]=[CH:4]/[C:3]([OH:29])=[O:2])[CH:7]=[CH:8][C:9]=3[O:26]2)[CH2:14][CH2:15]1)=[O:20])([CH3:25])([CH3:23])[CH3:24].